This data is from Reaction yield outcomes from USPTO patents with 853,638 reactions. The task is: Predict the reaction yield, written as a fraction of the theoretical maximum amount of product (1.0 means a 100% yield; for example, 0.34 means a 34% yield). (1) The reactants are [F:1][C:2]1([F:33])[O:6][C:5]2[CH:7]=[CH:8][C:9]([C:11]3([C:14]([NH:16][C:17]4[N:22]=[C:21]([C:23]5[C:24]([CH3:31])=[N:25][C:26]([O:29]C)=[CH:27][CH:28]=5)[CH:20]=[C:19]([CH3:32])[CH:18]=4)=[O:15])[CH2:13][CH2:12]3)=[CH:10][C:4]=2[O:3]1.Cl. The catalyst is O1CCOCC1. The product is [F:33][C:2]1([F:1])[O:6][C:5]2[CH:7]=[CH:8][C:9]([C:11]3([C:14]([NH:16][C:17]4[CH:18]=[C:19]([CH3:32])[CH:20]=[C:21]([C:23]5[CH:28]=[CH:27][C:26](=[O:29])[NH:25][C:24]=5[CH3:31])[N:22]=4)=[O:15])[CH2:13][CH2:12]3)=[CH:10][C:4]=2[O:3]1. The yield is 0.200. (2) The reactants are C[O:2][C:3]1[CH:12]=[CH:11][C:10]2[NH:9][C:8](=[O:13])[C:7]3[S:14][CH:15]=[CH:16][C:6]=3[C:5]=2[C:4]=1/[CH:17]=[CH:18]/[CH2:19][N:20]1[CH2:25][CH2:24][CH2:23][CH:22]([NH:26]C(=O)OC(C)(C)C)[CH2:21]1.BrB(Br)Br. No catalyst specified. The product is [NH2:26][CH:22]1[CH2:23][CH2:24][CH2:25][N:20]([CH2:19]/[CH:18]=[CH:17]/[C:4]2[C:5]3[C:6]4[CH:16]=[CH:15][S:14][C:7]=4[C:8](=[O:13])[NH:9][C:10]=3[CH:11]=[CH:12][C:3]=2[OH:2])[CH2:21]1. The yield is 0.410. (3) The reactants are [CH3:1][C:2]1[CH:12]=[C:11]([CH:13]=[CH2:14])[CH:10]=[CH:9][C:3]=1[C:4]([O:6][CH2:7][CH3:8])=[O:5].Br[CH:16]([C:21]1[CH:26]=[C:25]([Cl:27])[CH:24]=[C:23]([Cl:28])[CH:22]=1)[C:17]([F:20])([F:19])[F:18].N1C=CC=CC=1C1C=CC=CN=1. The catalyst is ClC1C=CC=CC=1Cl.Cl[Cu]. The product is [Cl:27][C:25]1[CH:26]=[C:21]([CH:16]([C:17]([F:20])([F:18])[F:19])/[CH:14]=[CH:13]/[C:11]2[CH:10]=[CH:9][C:3]([C:4]([O:6][CH2:7][CH3:8])=[O:5])=[C:2]([CH3:1])[CH:12]=2)[CH:22]=[C:23]([Cl:28])[CH:24]=1. The yield is 0.400. (4) The reactants are [CH2:1]([N:3]1[C:7]([C:8]2[O:9][CH:10]=[CH:11][CH:12]=2)=[N:6][N:5]=[C:4]1[S:13][CH2:14][C:15]1[N:19]=[C:18]([C:20]2[CH:21]=[C:22]([CH:25]=[CH:26][C:27]=2F)[C:23]#[N:24])[O:17][N:16]=1)[CH3:2].[H-].[Na+].CN(C=[O:35])C. No catalyst specified. The product is [CH2:1]([N:3]1[C:7]([C:8]2[O:9][CH:10]=[CH:11][CH:12]=2)=[N:6][N:5]=[C:4]1[S:13][CH2:14][C:15]1[N:19]=[C:18]([C:20]2[CH:21]=[C:22]([CH:25]=[CH:26][C:27]=2[OH:35])[C:23]#[N:24])[O:17][N:16]=1)[CH3:2]. The yield is 0.410. (5) The reactants are [CH2:1]([O:8][N:9]1[C:15](=[O:16])[N:14]2[CH2:17][C@H:10]1[CH2:11][CH2:12][C@H:13]2[C:18]([OH:20])=O)[C:2]1[CH:7]=[CH:6][CH:5]=[CH:4][CH:3]=1.[NH2:21][O:22][C@H:23]1[CH2:27][NH:26][C:25](=[O:28])[CH2:24]1.ON1C2C=CC=CC=2N=N1.Cl.C(N=C=NCCCN(C)C)C. The catalyst is C(Cl)Cl.CN(C)C1C=CN=CC=1. The product is [CH2:1]([O:8][N:9]1[C:15](=[O:16])[N:14]2[CH2:17][C@H:10]1[CH2:11][CH2:12][C@H:13]2[C:18]([NH:21][O:22][C@@H:23]1[CH2:24][C:25](=[O:28])[NH:26][CH2:27]1)=[O:20])[C:2]1[CH:3]=[CH:4][CH:5]=[CH:6][CH:7]=1. The yield is 0.820.